This data is from Full USPTO retrosynthesis dataset with 1.9M reactions from patents (1976-2016). The task is: Predict the reactants needed to synthesize the given product. (1) Given the product [Br:18][CH2:10][C:9]1[CH:8]=[CH:7][C:4]([C:5]#[N:6])=[CH:3][C:2]=1[Cl:1], predict the reactants needed to synthesize it. The reactants are: [Cl:1][C:2]1[CH:3]=[C:4]([CH:7]=[CH:8][C:9]=1[CH3:10])[C:5]#[N:6].C1C(=O)N([Br:18])C(=O)C1. (2) Given the product [F:1][C:2]([F:21])([F:22])[C:3]([C:4]1[CH:9]=[CH:8][C:7]([O:10][C:11]([F:12])([F:13])[F:14])=[CH:6][CH:5]=1)=[O:15], predict the reactants needed to synthesize it. The reactants are: [F:1][C:2]([F:22])([F:21])[C:3]([Si](C)(C)C)([O:15]C)[C:4]1[CH:9]=[CH:8][C:7]([O:10][C:11]([F:14])([F:13])[F:12])=[CH:6][CH:5]=1.[F-].C([N+](CCCC)(CCCC)CCCC)CCC.C(=O)([O-])O.[Na+]. (3) Given the product [CH3:12][C:13]1[N:18]=[C:17]([NH:19][S:2]([N:5]2[CH2:10][CH2:9][O:11][C:6]2=[O:7])(=[O:4])=[O:3])[CH:16]=[CH:15][CH:14]=1, predict the reactants needed to synthesize it. The reactants are: Cl[S:2]([N:5]=[C:6]=[O:7])(=[O:4])=[O:3].Cl[CH:9]([OH:11])[CH3:10].[CH3:12][C:13]1[N:18]=[C:17]([NH2:19])[CH:16]=[CH:15][CH:14]=1.CCN(CC)CC. (4) Given the product [NH2:44][C:36]1[N:35]=[C:34]([N:27]2[CH2:26][C:25]3[CH:31]=[C:21]([C:19]4[CH:20]=[C:15]5[N:14]=[C:13]([NH2:9])[NH:32][C:16]5=[N:17][CH:18]=4)[CH:22]=[CH:23][C:24]=3[O:30][CH2:29][CH2:28]2)[C:39]([CH:40]([CH3:42])[CH3:41])=[C:38]([CH3:43])[N:37]=1, predict the reactants needed to synthesize it. The reactants are: Cl.C1(C[N:9]([C:13]2[NH:14][C:15]3[C:16]([N:32]=2)=[N:17][CH:18]=[C:19]([C:21]2[CH:22]=[CH:23][C:24]4[O:30][CH2:29][CH2:28][NH:27][CH2:26][C:25]=4[CH:31]=2)[CH:20]=3)C(=O)O)C=CC=CC=1.Cl[C:34]1[C:39]([CH:40]([CH3:42])[CH3:41])=[C:38]([CH3:43])[N:37]=[C:36]([NH2:44])[N:35]=1.C(N(C(C)C)CC)(C)C.